The task is: Predict which catalyst facilitates the given reaction.. This data is from Catalyst prediction with 721,799 reactions and 888 catalyst types from USPTO. (1) Product: [N:11]1([C:14]2[CH:15]=[C:16]([CH:17]=[CH:18][CH:19]=2)[O:20][C:21]2[N:22]=[C:23]([N:33]3[CH2:38][CH2:37][N:36]4[C:39]([C:42]([F:43])([F:44])[F:45])=[N:40][N:41]=[C:35]4[CH2:34]3)[C:24]3[CH:29]=[C:28]([CH2:30][CH2:31][CH3:32])[S:27][C:25]=3[N:26]=2)[CH2:12][CH2:13][NH:8][CH2:9][CH2:10]1. The catalyst class is: 12. Reactant: C(OC([N:8]1[CH2:13][CH2:12][N:11]([C:14]2[CH:19]=[CH:18][CH:17]=[C:16]([O:20][C:21]3[N:22]=[C:23]([N:33]4[CH2:38][CH2:37][N:36]5[C:39]([C:42]([F:45])([F:44])[F:43])=[N:40][N:41]=[C:35]5[CH2:34]4)[C:24]4[CH:29]=[C:28]([CH2:30][CH2:31][CH3:32])[S:27][C:25]=4[N:26]=3)[CH:15]=2)[CH2:10][CH2:9]1)=O)(C)(C)C. (2) Reactant: C([O:4][CH2:5][CH2:6][CH2:7][CH2:8][O:9][C:10]1[C:15]([Cl:16])=[CH:14][C:13]([O:17][CH2:18][CH:19]=[C:20]([Cl:22])[Cl:21])=[CH:12][C:11]=1[Cl:23])(=O)C.[OH-].[Na+].O.Cl. Product: [Cl:22][C:20]([Cl:21])=[CH:19][CH2:18][O:17][C:13]1[CH:12]=[C:11]([Cl:23])[C:10]([O:9][CH2:8][CH2:7][CH2:6][CH2:5][OH:4])=[C:15]([Cl:16])[CH:14]=1. The catalyst class is: 5. (3) Reactant: C([O:3][C:4]([C:6]1[C:7]([C:11]2[CH:16]=[CH:15][C:14]([O:17][CH2:18][C:19]3[CH:24]=[CH:23][C:22]([F:25])=[CH:21][CH:20]=3)=[CH:13][CH:12]=2)=[N:8][O:9][CH:10]=1)=[O:5])C.[OH-].[Na+].Cl. Product: [F:25][C:22]1[CH:21]=[CH:20][C:19]([CH2:18][O:17][C:14]2[CH:13]=[CH:12][C:11]([C:7]3[C:6]([C:4]([OH:5])=[O:3])=[CH:10][O:9][N:8]=3)=[CH:16][CH:15]=2)=[CH:24][CH:23]=1. The catalyst class is: 8. (4) Reactant: [CH2:1]([N:8]([C:27](=[O:33])[C:28]([O:30][CH2:31][CH3:32])=[O:29])[CH2:9][C:10]1[CH:15]=[CH:14][C:13]([C:16]2[C:25]3[C:20](=[CH:21][CH:22]=[CH:23][CH:24]=3)[CH:19]=[CH:18][CH:17]=2)=[CH:12][C:11]=1[OH:26])[C:2]1[CH:7]=[CH:6][CH:5]=[CH:4][CH:3]=1.C([O-])([O-])=O.[K+].[K+].Br[CH2:41][C:42]([O:44][C:45]([CH3:48])([CH3:47])[CH3:46])=[O:43]. Product: [CH2:1]([N:8]([C:27](=[O:33])[C:28]([O:30][CH2:31][CH3:32])=[O:29])[CH2:9][C:10]1[CH:15]=[CH:14][C:13]([C:16]2[C:25]3[C:20](=[CH:21][CH:22]=[CH:23][CH:24]=3)[CH:19]=[CH:18][CH:17]=2)=[CH:12][C:11]=1[O:26][CH2:41][C:42]([O:44][C:45]([CH3:48])([CH3:47])[CH3:46])=[O:43])[C:2]1[CH:7]=[CH:6][CH:5]=[CH:4][CH:3]=1. The catalyst class is: 3. (5) Reactant: [NH2:1][CH2:2][C:3]1([C:16]([O:18][CH2:19][CH3:20])=[O:17])[CH2:8][CH2:7][N:6]([C:9]([O:11][C:12]([CH3:15])([CH3:14])[CH3:13])=[O:10])[CH2:5][CH2:4]1.[C:21](=N)([C:28]1[CH:33]=[CH:32][CH:31]=[CH:30][CH:29]=1)[C:22]1[CH:27]=[CH:26][CH:25]=[CH:24][CH:23]=1.C1(C)C=CC(S(O)(=O)=O)=CC=1. Product: [C:22]1([C:21](=[N:1][CH2:2][C:3]2([C:16]([O:18][CH2:19][CH3:20])=[O:17])[CH2:4][CH2:5][N:6]([C:9]([O:11][C:12]([CH3:14])([CH3:15])[CH3:13])=[O:10])[CH2:7][CH2:8]2)[C:28]2[CH:29]=[CH:30][CH:31]=[CH:32][CH:33]=2)[CH:27]=[CH:26][CH:25]=[CH:24][CH:23]=1. The catalyst class is: 2. (6) Reactant: [OH:1][C:2]1[N:6]([CH3:7])[N:5]=[C:4]([C:8]([F:11])([F:10])[F:9])[CH:3]=1.[C:12](=[O:15])([O-])[O-].[K+].[K+].[CH2:18]=O.CI. Product: [OH:15][CH2:12][C:3]1[C:4]([C:8]([F:11])([F:10])[F:9])=[N:5][N:6]([CH3:7])[C:2]=1[O:1][CH3:18]. The catalyst class is: 384. (7) Reactant: C([O:5][C:6](=[O:39])[CH2:7][N:8]([S:28]([C:31]1[CH:36]=[C:35]([Cl:37])[CH:34]=[C:33]([Cl:38])[CH:32]=1)(=[O:30])=[O:29])[C:9]1[CH:10]=[C:11]2[C:15](=[CH:16][CH:17]=1)[N:14]([C:18]1[C:19]([O:26]C)=[N:20][C:21]([O:24]C)=[N:22][CH:23]=1)[CH:13]=[CH:12]2)(C)(C)C.Cl. Product: [Cl:37][C:35]1[CH:36]=[C:31]([S:28]([N:8]([CH2:7][C:6]([OH:39])=[O:5])[C:9]2[CH:10]=[C:11]3[C:15](=[CH:16][CH:17]=2)[N:14]([C:18]2[C:19](=[O:26])[NH:20][C:21](=[O:24])[NH:22][CH:23]=2)[CH:13]=[CH:12]3)(=[O:29])=[O:30])[CH:32]=[C:33]([Cl:38])[CH:34]=1. The catalyst class is: 15. (8) Reactant: FC(F)(F)C(O)=O.[CH3:8][S:9][C:10](=[O:27])[CH2:11][C@H:12]([NH:20][C:21](=[O:26])[CH2:22][CH2:23][CH:24]=[CH2:25])[C:13]([O:15]C(C)(C)C)=[O:14]. Product: [CH3:8][S:9][C:10](=[O:27])[CH2:11][C@H:12]([NH:20][C:21](=[O:26])[CH2:22][CH2:23][CH:24]=[CH2:25])[C:13]([OH:15])=[O:14]. The catalyst class is: 4. (9) Reactant: Br[C:2]1[CH:10]=[C:9]2[C:5]([C:6]([CH3:14])([CH3:13])[C:7](=[O:12])[N:8]2[CH3:11])=[CH:4][CH:3]=1.[B:15]1([B:15]2[O:19][C:18]([CH3:21])([CH3:20])[C:17]([CH3:23])([CH3:22])[O:16]2)[O:19][C:18]([CH3:21])([CH3:20])[C:17]([CH3:23])([CH3:22])[O:16]1.C([O-])(=O)C.[K+]. Product: [CH3:11][N:8]1[C:9]2[C:5](=[CH:4][CH:3]=[C:2]([B:15]3[O:19][C:18]([CH3:21])([CH3:20])[C:17]([CH3:23])([CH3:22])[O:16]3)[CH:10]=2)[C:6]([CH3:14])([CH3:13])[C:7]1=[O:12]. The catalyst class is: 418. (10) Reactant: [Cl-:1].[Cl-].[Cl-].[CH:4]1([Zr+3:9])[CH:8]=[CH:7][CH:6]=[CH:5]1.C(COC)OC.[CH3:16][Si:17]([CH3:27])([CH3:26])[O:18][CH2:19][CH2:20][C-:21]1[CH:25]=[CH:24][CH:23]=[CH:22]1.[K+]. Product: [Cl-:1].[Cl-:1].[CH:4]1([Zr+2:9][C:21]2([CH2:20][CH2:19][O:18][Si:17]([CH3:16])([CH3:27])[CH3:26])[CH:22]=[CH:23][CH:24]=[CH:25]2)[CH:8]=[CH:7][CH:6]=[CH:5]1. The catalyst class is: 11.